Predict which catalyst facilitates the given reaction. From a dataset of Catalyst prediction with 721,799 reactions and 888 catalyst types from USPTO. (1) Reactant: [CH2:1]([O:8][C:9](=[O:19])[NH:10][CH2:11][C@H:12]([NH2:18])[C@@H:13]([OH:17])[C:14]#[C:15][CH3:16])[C:2]1[CH:7]=[CH:6][CH:5]=[CH:4][CH:3]=1.CN1CCOCC1.[F:27][C:28]([F:43])([F:42])[C:29]1[CH:30]=[C:31]([CH:39]=[CH:40][CH:41]=1)[C:32]([NH:34][CH2:35][C:36](O)=[O:37])=[O:33].CN(C(ON1N=NC2C=CC=NC1=2)=[N+](C)C)C.F[P-](F)(F)(F)(F)F. Product: [CH2:1]([O:8][C:9](=[O:19])[NH:10][CH2:11][C@H:12]([NH:18][C:36](=[O:37])[CH2:35][NH:34][C:32](=[O:33])[C:31]1[CH:39]=[CH:40][CH:41]=[C:29]([C:28]([F:27])([F:43])[F:42])[CH:30]=1)[C@@H:13]([OH:17])[C:14]#[C:15][CH3:16])[C:2]1[CH:3]=[CH:4][CH:5]=[CH:6][CH:7]=1. The catalyst class is: 2. (2) Reactant: C(OC([N:8]1[CH2:12][C:11]([F:14])([F:13])[CH2:10][CH:9]1[CH2:15][O:16][C:17]1[CH:26]=[CH:25][C:20]([C:21]([O:23][CH3:24])=[O:22])=[CH:19][CH:18]=1)=O)(C)(C)C.C(O)(C(F)(F)F)=O.C([O-])(O)=O.[Na+]. Product: [F:14][C:11]1([F:13])[CH2:12][NH:8][CH:9]([CH2:15][O:16][C:17]2[CH:26]=[CH:25][C:20]([C:21]([O:23][CH3:24])=[O:22])=[CH:19][CH:18]=2)[CH2:10]1. The catalyst class is: 2. (3) Reactant: [Br:1][C:2]1[C:10]2[C:5](=[N:6][C:7]([NH2:12])=[N:8][C:9]=2Cl)[N:4]([CH3:13])[N:3]=1.[CH2:14]([NH2:21])[C:15]1[CH:20]=[CH:19][CH:18]=[CH:17][CH:16]=1. Product: [CH2:14]([NH:21][C:9]1[N:8]=[C:7]([NH2:12])[N:6]=[C:5]2[N:4]([CH3:13])[N:3]=[C:2]([Br:1])[C:10]=12)[C:15]1[CH:20]=[CH:19][CH:18]=[CH:17][CH:16]=1. The catalyst class is: 3. (4) Reactant: [CH2:1]=O.[NH2:3][C:4]1[C:9]([C:10]2[O:11][C:12]3[C:18]([CH2:19][OH:20])=[CH:17][CH:16]=[CH:15][C:13]=3[N:14]=2)=[CH:8][C:7]([C:21]2[CH:22]=[N:23][N:24]([CH:26]3[CH2:31][CH2:30][NH:29][CH2:28][CH2:27]3)[CH:25]=2)=[CH:6][N:5]=1.[Na].N. Product: [NH2:3][C:4]1[C:9]([C:10]2[O:11][C:12]3[C:18]([CH2:19][OH:20])=[CH:17][CH:16]=[CH:15][C:13]=3[N:14]=2)=[CH:8][C:7]([C:21]2[CH:22]=[N:23][N:24]([CH:26]3[CH2:31][CH2:30][N:29]([CH3:1])[CH2:28][CH2:27]3)[CH:25]=2)=[CH:6][N:5]=1. The catalyst class is: 98. (5) The catalyst class is: 13. Reactant: [C:1]([C:4]1[CH:28]=[CH:27][C:7]([O:8][CH2:9][C:10]2[CH:15]=[CH:14][C:13]([CH:16]([OH:26])[C:17]3[CH:18]=[C:19]([CH:23]=[CH:24][CH:25]=3)[C:20]([OH:22])=[O:21])=[CH:12][CH:11]=2)=[C:6]([CH2:29][CH2:30][CH3:31])[C:5]=1[OH:32])(=[O:3])[CH3:2].O1CCCC1.C(C(CCCC)C([O-])=O)C.[Na+:48]. Product: [C:1]([C:4]1[CH:28]=[CH:27][C:7]([O:8][CH2:9][C:10]2[CH:11]=[CH:12][C:13]([CH:16]([OH:26])[C:17]3[CH:18]=[C:19]([CH:23]=[CH:24][CH:25]=3)[C:20]([O-:22])=[O:21])=[CH:14][CH:15]=2)=[C:6]([CH2:29][CH2:30][CH3:31])[C:5]=1[OH:32])(=[O:3])[CH3:2].[Na+:48]. (6) Reactant: CC(OC(C)(C)C)C(NC(OCC1C2C(=CC=CC=2)C2C1=CC=CC=2)=O)[C:4](O)=[O:5].[CH:30]1[CH:35]=[C:34]2N=NN(O)[C:33]2=[CH:32][CH:31]=1.[OH2:40].CC(C)N=C=NC(C)C.CN([CH:53]=[O:54])C.CN([CH:58]=[O:59])C.C(Cl)Cl. Product: [CH:30]1[CH:35]=[C:34]2[C:4]([C:53]([OH:54])([OH:40])[C:58](=[O:59])[C:33]2=[CH:32][CH:31]=1)=[O:5]. The catalyst class is: 2. (7) Reactant: [CH3:1][C:2]1[N:10]=[C:9]2[C:5]([NH:6][CH:7]=[N:8]2)=[C:4](Cl)[N:3]=1.[Cl:12][C:13]1[CH:14]=[C:15]([CH:18]=[CH:19][CH:20]=1)[CH2:16][NH2:17].C(N(CC)CC)C. Product: [CH3:1][C:2]1[N:10]=[C:9]2[C:5]([NH:6][CH:7]=[N:8]2)=[C:4]([NH:17][CH2:16][C:15]2[CH:18]=[CH:19][CH:20]=[C:13]([Cl:12])[CH:14]=2)[N:3]=1. The catalyst class is: 51. (8) The catalyst class is: 67. Product: [OH:8][C:9]1[CH:10]=[CH:11][C:12]([C:15]2[S:16][C:17]([C:20]([O:22][CH3:23])=[O:21])=[CH:18][N:19]=2)=[N:13][CH:14]=1. Reactant: COC1C=CC(C[O:8][C:9]2[CH:10]=[CH:11][C:12]([C:15]3[S:16][C:17]([C:20]([O:22][CH3:23])=[O:21])=[CH:18][N:19]=3)=[N:13][CH:14]=2)=CC=1.